This data is from Full USPTO retrosynthesis dataset with 1.9M reactions from patents (1976-2016). The task is: Predict the reactants needed to synthesize the given product. (1) Given the product [Cl:26][C:27]1[CH:35]=[CH:34][CH:33]=[CH:32][C:28]=1[C:29]([NH:1][CH2:2][C:3]1[CH:8]=[CH:7][C:6]([N:9]2[C:15](=[O:16])[CH2:14][C:13](=[O:17])[NH:12][C:11]3[C:18]4[C:23]([CH:24]=[CH:25][C:10]2=3)=[CH:22][CH:21]=[CH:20][CH:19]=4)=[CH:5][CH:4]=1)=[O:30], predict the reactants needed to synthesize it. The reactants are: [NH2:1][CH2:2][C:3]1[CH:8]=[CH:7][C:6]([N:9]2[C:15](=[O:16])[CH2:14][C:13](=[O:17])[NH:12][C:11]3[C:18]4[C:23]([CH:24]=[CH:25][C:10]2=3)=[CH:22][CH:21]=[CH:20][CH:19]=4)=[CH:5][CH:4]=1.[Cl:26][C:27]1[CH:35]=[CH:34][CH:33]=[CH:32][C:28]=1[C:29](Cl)=[O:30]. (2) Given the product [CH3:15][C:16]1[CH:21]=[C:20]([C:22]([F:23])([F:24])[F:25])[CH:19]=[CH:18][C:17]=1[C:2]1[CH:3]=[N:4][CH:5]=[C:6]2[C:11]=1[N:10]=[C:9]([C:12]([NH2:14])=[O:13])[CH:8]=[CH:7]2, predict the reactants needed to synthesize it. The reactants are: Br[C:2]1[CH:3]=[N:4][CH:5]=[C:6]2[C:11]=1[N:10]=[C:9]([C:12]([NH2:14])=[O:13])[CH:8]=[CH:7]2.[CH3:15][C:16]1[CH:21]=[C:20]([C:22]([F:25])([F:24])[F:23])[CH:19]=[CH:18][C:17]=1B(O)O. (3) Given the product [CH:24]([NH:27][C:3]([C:5]1[O:9][N:8]=[C:7]([O:10][CH2:11][C:12]2[C:13]([C:18]3[CH:23]=[CH:22][CH:21]=[CH:20][N:19]=3)=[N:14][O:15][C:16]=2[CH3:17])[CH:6]=1)=[O:4])([CH3:26])[CH3:25], predict the reactants needed to synthesize it. The reactants are: CO[C:3]([C:5]1[O:9][N:8]=[C:7]([O:10][CH2:11][C:12]2[C:13]([C:18]3[CH:23]=[CH:22][CH:21]=[CH:20][N:19]=3)=[N:14][O:15][C:16]=2[CH3:17])[CH:6]=1)=[O:4].[CH:24]([NH2:27])([CH3:26])[CH3:25].N12CCCNC1=NCCC2. (4) Given the product [Br:11][C:5]1[CH:6]=[CH:7][C:8]([NH2:10])=[N:9][C:4]=1[CH:1]1[CH2:3][CH2:2]1, predict the reactants needed to synthesize it. The reactants are: [CH:1]1([C:4]2[N:9]=[C:8]([NH2:10])[CH:7]=[CH:6][CH:5]=2)[CH2:3][CH2:2]1.[Br:11]N1C(=O)CCC1=O. (5) Given the product [CH2:1]([O:8][C:9]1[CH:24]=[C:23]([N:25]([CH2:31][C:32]2[CH:33]=[CH:34][C:35]([CH:38]3[CH2:43][CH2:42][CH2:41][CH2:40][CH2:39]3)=[CH:36][CH:37]=2)[C:26](=[O:30])[CH2:27][N:28]([CH3:29])[S:53]([C:50]2[CH:49]=[CH:48][C:47]([N+:44]([O-:46])=[O:45])=[CH:52][CH:51]=2)(=[O:54])=[O:55])[CH:22]=[CH:21][C:10]=1[C:11]([O:13][CH2:14][C:15]1[CH:20]=[CH:19][CH:18]=[CH:17][CH:16]=1)=[O:12])[C:2]1[CH:3]=[CH:4][CH:5]=[CH:6][CH:7]=1, predict the reactants needed to synthesize it. The reactants are: [CH2:1]([O:8][C:9]1[CH:24]=[C:23]([N:25]([CH2:31][C:32]2[CH:37]=[CH:36][C:35]([CH:38]3[CH2:43][CH2:42][CH2:41][CH2:40][CH2:39]3)=[CH:34][CH:33]=2)[C:26](=[O:30])[CH2:27][NH:28][CH3:29])[CH:22]=[CH:21][C:10]=1[C:11]([O:13][CH2:14][C:15]1[CH:20]=[CH:19][CH:18]=[CH:17][CH:16]=1)=[O:12])[C:2]1[CH:7]=[CH:6][CH:5]=[CH:4][CH:3]=1.[N+:44]([C:47]1[CH:52]=[CH:51][C:50]([S:53](Cl)(=[O:55])=[O:54])=[CH:49][CH:48]=1)([O-:46])=[O:45].